Dataset: Full USPTO retrosynthesis dataset with 1.9M reactions from patents (1976-2016). Task: Predict the reactants needed to synthesize the given product. (1) The reactants are: [C:1]1([CH3:24])[CH:6]=[CH:5][C:4]([C:7]2[CH:23]=[C:10]3[CH:11]=[C:12]([C:15]4[CH:16]=[C:17]([CH:20]=[CH:21][CH:22]=4)[CH:18]=[O:19])[CH:13]=[CH:14][N:9]3[N:8]=2)=[CH:3][CH:2]=1.[C:25]([Mg]Br)#[CH:26]. Given the product [C:1]1([CH3:24])[CH:2]=[CH:3][C:4]([C:7]2[CH:23]=[C:10]3[CH:11]=[C:12]([C:15]4[CH:16]=[C:17]([CH:18]([OH:19])[C:25]#[CH:26])[CH:20]=[CH:21][CH:22]=4)[CH:13]=[CH:14][N:9]3[N:8]=2)=[CH:5][CH:6]=1, predict the reactants needed to synthesize it. (2) Given the product [CH2:12]([O:14][C:15]([C:17]1([NH:26][C:4](=[O:6])[C:3]2[CH:7]=[CH:8][C:9]([CH3:11])=[CH:10][C:2]=2[Br:1])[CH2:25][C:24]2[C:19](=[CH:20][CH:21]=[CH:22][CH:23]=2)[CH2:18]1)=[O:16])[CH3:13], predict the reactants needed to synthesize it. The reactants are: [Br:1][C:2]1[CH:10]=[C:9]([CH3:11])[CH:8]=[CH:7][C:3]=1[C:4]([OH:6])=O.[CH2:12]([O:14][C:15]([C:17]1([NH2:26])[CH2:25][C:24]2[C:19](=[CH:20][CH:21]=[CH:22][CH:23]=2)[CH2:18]1)=[O:16])[CH3:13].CN(C(ON1N=NC2C=CC=NC1=2)=[N+](C)C)C.F[P-](F)(F)(F)(F)F.CCN(C(C)C)C(C)C. (3) Given the product [OH:48][C:34]1[CH:35]=[C:30]([CH2:29][CH2:28][CH2:27][NH:26][C:22]2[N:23]=[C:24]([CH3:25])[C:19]([C:17]([NH:16][C@@H:4]([CH2:5][NH:6][C:7]([NH:9][C:10]3[CH:15]=[CH:14][CH:13]=[CH:12][CH:11]=3)=[O:8])[C:3]([OH:47])=[O:2])=[O:49])=[C:20]([CH3:46])[N:21]=2)[CH:31]=[CH:32][CH:33]=1, predict the reactants needed to synthesize it. The reactants are: C[O:2][C:3](=[O:47])[C@@H:4]([NH:16][C:17]([C:19]1[C:20]([CH3:46])=[N:21][C:22]([NH:26][CH2:27][CH2:28][CH2:29][C:30]2[CH:35]=[CH:34][CH:33]=[C:32](C3C=CC=CC=3)[C:31]=2OC(=O)N)=[N:23][C:24]=1[CH3:25])=O)[CH2:5][NH:6][C:7]([NH:9][C:10]1[CH:15]=[CH:14][CH:13]=[CH:12][CH:11]=1)=[O:8].[OH2:48].[OH-:49].[Li+].S([O-])(O)(=O)=O.[K+]. (4) Given the product [NH2:1][C:2]1[N:7]2[N:8]=[CH:9][C:10]([C:11]3[CH:12]=[N:13][C:14]4[C:19]([CH:20]=3)=[CH:18][CH:17]=[CH:16][CH:15]=4)=[C:6]2[N:5]=[C:4]([CH:21]2[CH2:26][CH2:25][CH:23]([CH2:40][C:39]#[N:38])[CH2:22]2)[C:3]=1[Br:31], predict the reactants needed to synthesize it. The reactants are: [NH2:1][C:2]1[N:7]2[N:8]=[CH:9][C:10]([C:11]3[CH:12]=[N:13][C:14]4[C:19]([CH:20]=3)=[CH:18][CH:17]=[CH:16][CH:15]=4)=[C:6]2[N:5]=[C:4]([CH:21]2[CH2:26][CH2:25]N(CC(O)=O)[CH2:23][CH2:22]2)[C:3]=1[Br:31].C[Si](C)(C)CCOC[N:38](COCC[Si](C)(C)C)[C:39]1N2N=CC(C3C=NC4C(C=3)=CC=CC=4)=C2N=C(C2CCC(CC#N)C2)[CH:40]=1.NC1N2N=CC(C3C=NC4C(C=3)=CC=CC=4)=C2N=C(C2CCN(CC(OC(C)(C)C)=O)CC2)C=1. (5) Given the product [O:1]=[C:6]([NH:66][C@@H:59]([C:60]1[CH:65]=[CH:64][CH:63]=[CH:62][CH:61]=1)[CH3:58])[C:7]([C@@H:9]([NH:14][C:15](=[O:38])[O:16][C@H:17]([CH2:22][C:23]1[O:24][C:25]([C:28]2[CH:29]=[CH:30][C:31]([C:34]([F:36])([F:37])[F:35])=[CH:32][CH:33]=2)=[N:26][N:27]=1)[C:18]([CH3:20])([CH3:19])[CH3:21])[CH2:10][CH2:11][CH2:12][CH3:13])=[O:8], predict the reactants needed to synthesize it. The reactants are: [O:1]=[O+][O-].C([C:6](=P(C1C=CC=CC=1)(C1C=CC=CC=1)C1C=CC=CC=1)[C:7]([C@@H:9]([NH:14][C:15](=[O:38])[O:16][C@H:17]([CH2:22][C:23]1[O:24][C:25]([C:28]2[CH:33]=[CH:32][C:31]([C:34]([F:37])([F:36])[F:35])=[CH:30][CH:29]=2)=[N:26][N:27]=1)[C:18]([CH3:21])([CH3:20])[CH3:19])[CH2:10][CH2:11][CH2:12][CH3:13])=[O:8])#N.[CH3:58][C@H:59]([NH2:66])[C:60]1[CH:65]=[CH:64][CH:63]=[CH:62][CH:61]=1. (6) Given the product [Br:14][C:6]1[C:7]([C:10]([F:11])([F:12])[F:13])=[CH:8][CH:9]=[C:3]([O:2][CH3:1])[C:4]=1[NH2:5], predict the reactants needed to synthesize it. The reactants are: [CH3:1][O:2][C:3]1[CH:9]=[CH:8][C:7]([C:10]([F:13])([F:12])[F:11])=[CH:6][C:4]=1[NH2:5].[Br:14]N1C(=O)CCC1=O.S(=O)(O)[O-].[Na+].C(OCC)(=O)C. (7) Given the product [CH2:1]([O:3][C:4]1[N:8]([C:9]2[CH:14]=[CH:13][N:12]=[C:11]([NH2:15])[N:10]=2)[C:7]2[CH:16]=[C:17]([C:20]#[CH:21])[CH:18]=[CH:19][C:6]=2[N:5]=1)[CH3:2], predict the reactants needed to synthesize it. The reactants are: [CH2:1]([O:3][C:4]1[N:8]([C:9]2[CH:14]=[CH:13][N:12]=[C:11]([NH2:15])[N:10]=2)[C:7]2[CH:16]=[C:17]([C:20]#[C:21][Si](C)(C)C)[CH:18]=[CH:19][C:6]=2[N:5]=1)[CH3:2].CCCC[N+](CCCC)(CCCC)CCCC.[F-]. (8) Given the product [CH2:36]([O:35][C:33]([C:13]1[C:14]([CH2:25][C:26]2[CH:27]=[CH:28][C:29]([F:32])=[CH:30][CH:31]=2)=[N:15][C:16]2[CH:23]3[N:19]([C:18](=[O:24])[C:17]=2[C:12]=1[C:9]1[N:10]=[N:11][C:6]([C:4]([OH:5])=[O:3])=[CH:7][CH:8]=1)[CH2:20][CH2:21][CH2:22]3)=[O:34])[CH3:37], predict the reactants needed to synthesize it. The reactants are: C([O:3][C:4]([C:6]1[N:11]=[N:10][C:9]([C:12]2[C:17]3[C:18](=[O:24])[N:19]4[CH:23]([C:16]=3[N:15]=[C:14]([CH2:25][C:26]3[CH:31]=[CH:30][C:29]([F:32])=[CH:28][CH:27]=3)[C:13]=2[C:33]([O:35][CH2:36][CH3:37])=[O:34])[CH2:22][CH2:21][CH2:20]4)=[CH:8][CH:7]=1)=[O:5])C. (9) The reactants are: [C:1]([NH:4][C:5]1[N:10]=[CH:9][C:8]([NH:11][CH:12]2[CH2:17][CH2:16][N:15]([C@H:18]([CH3:32])[CH2:19][CH2:20][NH:21][C:22]([C:24]3[C:25]([CH3:31])=[N:26][CH:27]=[N:28][C:29]=3[CH3:30])=[O:23])[CH2:14][CH2:13]2)=[CH:7][CH:6]=1)(=[O:3])[CH3:2].Br[CH2:34][C:35]1[CH:39]=[CH:38][S:37][CH:36]=1. Given the product [C:1]([NH:4][C:5]1[N:10]=[CH:9][C:8]([N:11]([CH2:34][C:35]2[CH:39]=[CH:38][S:37][CH:36]=2)[CH:12]2[CH2:13][CH2:14][N:15]([C@H:18]([CH3:32])[CH2:19][CH2:20][NH:21][C:22]([C:24]3[C:25]([CH3:31])=[N:26][CH:27]=[N:28][C:29]=3[CH3:30])=[O:23])[CH2:16][CH2:17]2)=[CH:7][CH:6]=1)(=[O:3])[CH3:2], predict the reactants needed to synthesize it.